From a dataset of Reaction yield outcomes from USPTO patents with 853,638 reactions. Predict the reaction yield, written as a fraction of the theoretical maximum amount of product (1.0 means a 100% yield; for example, 0.34 means a 34% yield). (1) The reactants are [N+:1]([C:4]1[CH:9]=[CH:8][C:7]([O:10][C:11]2[CH:16]=[CH:15][CH:14]=[CH:13][CH:12]=2)=[CH:6][N:5]=1)([O-])=O.O. The catalyst is C(O)(=O)C.[Zn]. The product is [O:10]([C:7]1[CH:8]=[CH:9][C:4]([NH2:1])=[N:5][CH:6]=1)[C:11]1[CH:12]=[CH:13][CH:14]=[CH:15][CH:16]=1. The yield is 0.900. (2) The reactants are [Cl:1][C:2]1[CH:3]=[C:4]([C:9]2[S:10][CH:11]=[C:12]([C:15](=[N:17][NH2:18])[CH3:16])[C:13]=2[OH:14])[CH:5]=[CH:6][C:7]=1[Cl:8].[N:19]([C:22]1[CH:31]=[CH:30][C:25]2[O:26][CH2:27][CH2:28][O:29][C:24]=2[CH:23]=1)=[C:20]=[S:21].CO.O. The catalyst is CN(C)C=O. The product is [Cl:1][C:2]1[CH:3]=[C:4]([C:9]2[S:10][CH:11]=[C:12]([C:15](=[N:17][NH:18][C:20](=[S:21])[NH:19][C:22]3[CH:31]=[CH:30][C:25]4[O:26][CH2:27][CH2:28][O:29][C:24]=4[CH:23]=3)[CH3:16])[C:13]=2[OH:14])[CH:5]=[CH:6][C:7]=1[Cl:8]. The yield is 0.650. (3) The reactants are Br[C:2]1[CH:3]=[C:4]([C:15]([O:17][CH3:18])=[O:16])[C:5]2[C:6]([CH3:14])=[CH:7][N:8]([CH:11]([CH3:13])[CH3:12])[C:9]=2[CH:10]=1.[C:19]([Zn]C#N)#[N:20].CN(C=O)C.C([O-])([O-])=O.[Na+].[Na+]. The catalyst is C1C=CC([P]([Pd]([P](C2C=CC=CC=2)(C2C=CC=CC=2)C2C=CC=CC=2)([P](C2C=CC=CC=2)(C2C=CC=CC=2)C2C=CC=CC=2)[P](C2C=CC=CC=2)(C2C=CC=CC=2)C2C=CC=CC=2)(C2C=CC=CC=2)C2C=CC=CC=2)=CC=1.CCOC(C)=O. The product is [C:19]([C:2]1[CH:3]=[C:4]([C:15]([O:17][CH3:18])=[O:16])[C:5]2[C:6]([CH3:14])=[CH:7][N:8]([CH:11]([CH3:13])[CH3:12])[C:9]=2[CH:10]=1)#[N:20]. The yield is 0.389. (4) The reactants are [F:1][C:2]1[CH:7]=[CH:6][C:5]([S:8]([N:11]2[C:20]3[C:15](=[CH:16][C:17]([C:21]([OH:30])([C:26]([F:29])([F:28])[F:27])[C:22]([F:25])([F:24])[F:23])=[CH:18][CH:19]=3)[CH2:14][CH2:13][C@@H:12]2[CH2:31][C:32]([O:34]CC2C=CC=CC=2)=[O:33])(=[O:10])=[O:9])=[CH:4][CH:3]=1. The catalyst is [Pd].CO. The product is [F:1][C:2]1[CH:7]=[CH:6][C:5]([S:8]([N:11]2[C:20]3[C:15](=[CH:16][C:17]([C:21]([OH:30])([C:22]([F:24])([F:23])[F:25])[C:26]([F:28])([F:27])[F:29])=[CH:18][CH:19]=3)[CH2:14][CH2:13][C@@H:12]2[CH2:31][C:32]([OH:34])=[O:33])(=[O:9])=[O:10])=[CH:4][CH:3]=1. The yield is 1.00. (5) The reactants are Br[C:2]1[C:3]([O:17][CH2:18][C:19]2[C:20]([C:25]3[CH:30]=[CH:29][CH:28]=[CH:27][CH:26]=3)=[N:21][O:22][C:23]=2[CH3:24])=[N:4][CH:5]=[C:6]([CH:16]=1)[C:7]([NH:9][CH:10]1[CH2:15][CH2:14][O:13][CH2:12][CH2:11]1)=[O:8].[CH3:31]B1OB(C)OB(C)O1.C(=O)([O-])[O-].[Na+].[Na+]. The catalyst is COCCOC.C(OCC)(=O)C.C1C=CC([P]([Pd]([P](C2C=CC=CC=2)(C2C=CC=CC=2)C2C=CC=CC=2)([P](C2C=CC=CC=2)(C2C=CC=CC=2)C2C=CC=CC=2)[P](C2C=CC=CC=2)(C2C=CC=CC=2)C2C=CC=CC=2)(C2C=CC=CC=2)C2C=CC=CC=2)=CC=1. The product is [CH3:31][C:2]1[C:3]([O:17][CH2:18][C:19]2[C:20]([C:25]3[CH:26]=[CH:27][CH:28]=[CH:29][CH:30]=3)=[N:21][O:22][C:23]=2[CH3:24])=[N:4][CH:5]=[C:6]([CH:16]=1)[C:7]([NH:9][CH:10]1[CH2:15][CH2:14][O:13][CH2:12][CH2:11]1)=[O:8]. The yield is 0.500. (6) The reactants are [Cl:1][C:2]1[CH:7]=[CH:6][C:5]([CH2:8][C:9](N)=[O:10])=[CH:4][C:3]=1[N+:12]([O-:14])=[O:13].[CH3:15][OH:16]. No catalyst specified. The product is [CH3:15][O:16][C:9](=[O:10])[CH2:8][C:5]1[CH:6]=[CH:7][C:2]([Cl:1])=[C:3]([N+:12]([O-:14])=[O:13])[CH:4]=1. The yield is 0.890. (7) The reactants are C(OC(N1CCN(C2C(=O)N(CC(C)C)N=C(C3C=CC(C)=C(F)C=3)C=2C)CC1)=O)(C)(C)C.[CH:34]1([CH2:37][N:38]2[C:43](=[O:44])[C:42]([CH2:45][CH2:46][CH2:47]OS(C)(=O)=O)=[CH:41][C:40]([C:53]3[CH:58]=[CH:57][C:56]([O:59][CH3:60])=[C:55]([F:61])[CH:54]=3)=[N:39]2)[CH2:36][CH2:35]1.[NH:62]([CH2:66][CH2:67][OH:68])[CH2:63][CH2:64][OH:65]. No catalyst specified. The product is [OH:65][CH2:64][CH2:63][N:62]([CH2:47][CH2:46][CH2:45][C:42]1[C:43](=[O:44])[N:38]([CH2:37][CH:34]2[CH2:35][CH2:36]2)[N:39]=[C:40]([C:53]2[CH:58]=[CH:57][C:56]([O:59][CH3:60])=[C:55]([F:61])[CH:54]=2)[CH:41]=1)[CH2:66][CH2:67][OH:68]. The yield is 0.131. (8) The reactants are [C:1](Cl)(=[O:8])[C:2]1[CH:7]=[CH:6][CH:5]=[CH:4][CH:3]=1.[CH3:10][C:11]1[CH:25]=[CH:24][C:14]([C:15]([N:17]2[CH2:22][CH2:21][CH2:20][C@@H:19]([NH2:23])[CH2:18]2)=[O:16])=[CH:13][CH:12]=1.[OH-].[Na+].[Cl-].[Na+]. The catalyst is ClC1C=CC=CC=1. The product is [CH3:10][C:11]1[CH:12]=[CH:13][C:14]([C:15]([N:17]2[CH2:22][CH2:21][CH2:20][C@@H:19]([NH:23][C:1](=[O:8])[C:2]3[CH:7]=[CH:6][CH:5]=[CH:4][CH:3]=3)[CH2:18]2)=[O:16])=[CH:24][CH:25]=1. The yield is 0.730. (9) The reactants are [NH2:1][C:2]1[CH:7]=[CH:6][C:5]([CH2:8][CH2:9][N:10]([CH2:40][C:41]2[CH:46]=[CH:45][CH:44]=[CH:43][CH:42]=2)[CH2:11][C@@H:12]([C:21]2[CH:30]=[CH:29][C:28]([O:31][CH2:32][C:33]3[CH:38]=[CH:37][CH:36]=[CH:35][CH:34]=3)=[C:27]3[C:22]=2[CH:23]=[CH:24][C:25](=[O:39])[NH:26]3)[O:13][Si:14]([C:17]([CH3:20])([CH3:19])[CH3:18])([CH3:16])[CH3:15])=[CH:4][CH:3]=1.[C:47]1([C:78]2[CH:83]=[CH:82][CH:81]=[CH:80][CH:79]=2)[CH:52]=[CH:51][CH:50]=[CH:49][C:48]=1[NH:53][C:54]([O:56][CH:57]1[CH2:62][CH2:61][N:60]([CH2:63][CH2:64][C:65](CNC2C=C(C=CC=2)C(O)=O)=[O:66])[CH2:59][CH2:58]1)=[O:55].ON1[C:89]2[N:90]=[CH:91][CH:92]=[CH:93][C:88]=2N=N1.C(N([CH2:101][CH3:102])C(C)C)(C)C.CCN=C=NCCCN(C)C.Cl.[C:115](=O)(O)[O-:116].[Na+]. The catalyst is C(Cl)Cl. The product is [CH2:40]([N:10]([CH2:11][C@@H:12]([C:21]1[CH:30]=[CH:29][C:28]([O:31][CH2:32][C:33]2[CH:38]=[CH:37][CH:36]=[CH:35][CH:34]=2)=[C:27]2[C:22]=1[CH:23]=[CH:24][C:25](=[O:39])[NH:26]2)[O:13][Si:14]([C:17]([CH3:20])([CH3:18])[CH3:19])([CH3:16])[CH3:15])[CH2:9][CH2:8][C:5]1[CH:4]=[CH:3][C:2]([NH:1][C:115]([C:92]2[CH:93]=[C:88]([CH2:89][NH:90][C:65]([CH2:64][CH2:63][N:60]3[CH2:59][CH2:58][CH:57]([O:56][C:54](=[O:55])[NH:53][C:48]4[CH:49]=[CH:50][CH:51]=[CH:52][C:47]=4[C:78]4[CH:79]=[CH:80][CH:81]=[CH:82][CH:83]=4)[CH2:62][CH2:61]3)=[O:66])[CH:101]=[CH:102][CH:91]=2)=[O:116])=[CH:7][CH:6]=1)[C:41]1[CH:42]=[CH:43][CH:44]=[CH:45][CH:46]=1. The yield is 0.770. (10) The reactants are O[CH:2]1[CH2:8][CH2:7][N:6]([C:9]([O:11][CH2:12][C:13]2[CH:18]=[CH:17][CH:16]=[CH:15][CH:14]=2)=[O:10])[CH2:5][CH2:4][CH:3]1[C:19]([O:21][CH2:22][CH3:23])=[O:20].C(N(CC)CC)C.CS(Cl)(=O)=O.C1CCN2C(=NCCC2)CC1. The catalyst is C1COCC1.ClCCl.C(OCC)(=O)C.CCCCCC. The product is [N:6]1([C:9]([O:11][CH2:12][C:13]2[CH:14]=[CH:15][CH:16]=[CH:17][CH:18]=2)=[O:10])[CH2:7][CH2:8][CH:2]=[C:3]([C:19]([O:21][CH2:22][CH3:23])=[O:20])[CH2:4][CH2:5]1. The yield is 0.800.